From a dataset of Reaction yield outcomes from USPTO patents with 853,638 reactions. Predict the reaction yield, written as a fraction of the theoretical maximum amount of product (1.0 means a 100% yield; for example, 0.34 means a 34% yield). (1) The product is [CH3:18][O:17][C:15](=[O:16])[C:14]([NH:13][C:2]1[C:7]([N+:8]([O-:10])=[O:9])=[CH:6][C:5]([I:11])=[CH:4][N:3]=1)([CH3:20])[CH3:19]. The reactants are Cl[C:2]1[C:7]([N+:8]([O-:10])=[O:9])=[CH:6][C:5]([I:11])=[CH:4][N:3]=1.Cl.[NH2:13][C:14]([CH3:20])([CH3:19])[C:15]([O:17][CH3:18])=[O:16].C(N(CC)CC)C. The catalyst is C(O)C. The yield is 0.780. (2) The reactants are [H-].[Na+].[CH3:3][O:4][C:5](=[O:30])[C:6]1[CH:28]=[CH:27][C:26]([OH:29])=[C:8]([C:9]([NH:11][C:12]2[CH:17]=[C:16]([C:18]([F:21])([F:20])[F:19])[CH:15]=[C:14]([C:22]([F:25])([F:24])[F:23])[CH:13]=2)=[O:10])[CH:7]=1.[CH2:31](Br)[C:32]1[CH:37]=[CH:36][CH:35]=[CH:34][CH:33]=1.O. The catalyst is CCCCCC.CN(C)C=O. The product is [CH3:3][O:4][C:5](=[O:30])[C:6]1[CH:28]=[CH:27][C:26]([O:29][CH2:31][C:32]2[CH:37]=[CH:36][CH:35]=[CH:34][CH:33]=2)=[C:8]([C:9]([NH:11][C:12]2[CH:17]=[C:16]([C:18]([F:21])([F:19])[F:20])[CH:15]=[C:14]([C:22]([F:23])([F:24])[F:25])[CH:13]=2)=[O:10])[CH:7]=1. The yield is 0.541. (3) The reactants are [CH2:1]([O:8][CH2:9][C:10]1([C:20]#[C:21][CH:22]([C:24]2[CH:29]=[CH:28][C:27]([CH3:30])=[CH:26][CH:25]=2)[OH:23])[CH2:19][CH2:18][C:13]2([O:17][CH2:16][CH2:15][O:14]2)[CH2:12][CH2:11]1)[C:2]1[CH:7]=[CH:6][CH:5]=[CH:4][CH:3]=1. The catalyst is ClCCl.[O-2].[O-2].[Mn+4]. The product is [CH2:1]([O:8][CH2:9][C:10]1([C:20]#[C:21][C:22]([C:24]2[CH:29]=[CH:28][C:27]([CH3:30])=[CH:26][CH:25]=2)=[O:23])[CH2:11][CH2:12][C:13]2([O:14][CH2:15][CH2:16][O:17]2)[CH2:18][CH2:19]1)[C:2]1[CH:3]=[CH:4][CH:5]=[CH:6][CH:7]=1. The yield is 0.930. (4) The reactants are [F:1][C:2]1[CH:3]=[C:4]([CH:16]=[C:17]([F:19])[CH:18]=1)[CH2:5][C:6]1[CH:7]=[C:8]([CH:13]=[CH:14][N:15]=1)[C:9]([O:11][CH3:12])=[O:10]. The catalyst is C(O)(=O)C.[Pt](=O)=O. The product is [F:1][C:2]1[CH:3]=[C:4]([CH:16]=[C:17]([F:19])[CH:18]=1)[CH2:5][CH:6]1[CH2:7][CH:8]([C:9]([O:11][CH3:12])=[O:10])[CH2:13][CH2:14][NH:15]1. The yield is 0.930.